This data is from Retrosynthesis with 50K atom-mapped reactions and 10 reaction types from USPTO. The task is: Predict the reactants needed to synthesize the given product. (1) The reactants are: O=C1CNC(=O)N1.O=Cc1ccccc1. Given the product O=C1NC(=O)C(=Cc2ccccc2)N1, predict the reactants needed to synthesize it. (2) Given the product COc1c(C(=O)NCC(=O)N2CCNCC2)ccc2[nH]nc(/C=C/c3ccc(F)cc3)c12, predict the reactants needed to synthesize it. The reactants are: COc1c(C(=O)NCC(=O)N2CCN(C(=O)OC(C)(C)C)CC2)ccc2[nH]nc(/C=C/c3ccc(F)cc3)c12. (3) Given the product CC(C)(C)OC(=O)NC(C(=O)c1ccc(OCC2CCOCC2)cc1)c1ccc(Cl)c(Cl)c1, predict the reactants needed to synthesize it. The reactants are: CC(C)(C)OC(=O)NC(C(=O)c1ccc(O)cc1)c1ccc(Cl)c(Cl)c1.OCC1CCOCC1. (4) Given the product CCOc1cc(-c2cccc(F)c2)c(F)cc1-n1c(=O)ccc2cc(SCc3ccccc3)ccc21, predict the reactants needed to synthesize it. The reactants are: CCI.O=c1ccc2cc(SCc3ccccc3)ccc2n1-c1cc(F)c(-c2cccc(F)c2)cc1O. (5) Given the product CCC1(CC)NC(CC)(CC)c2ccccc21, predict the reactants needed to synthesize it. The reactants are: CCC1(CC)c2ccccc2C(CC)(CC)N1Cc1ccccc1.